Dataset: Full USPTO retrosynthesis dataset with 1.9M reactions from patents (1976-2016). Task: Predict the reactants needed to synthesize the given product. (1) Given the product [Cl:1][C:2]1[CH:7]=[C:6]([O:8][CH2:9][C:10]2[CH:15]=[CH:14][CH:13]=[CH:12][CH:11]=2)[CH:5]=[C:4]([Cl:16])[C:3]=1[O:17][CH2:19][CH2:20][CH2:21][CH2:22][OH:23], predict the reactants needed to synthesize it. The reactants are: [Cl:1][C:2]1[CH:7]=[C:6]([O:8][CH2:9][C:10]2[CH:15]=[CH:14][CH:13]=[CH:12][CH:11]=2)[CH:5]=[C:4]([Cl:16])[C:3]=1[OH:17].Cl[CH2:19][CH2:20][CH2:21][CH2:22][OH:23]. (2) Given the product [CH2:1]([O:3][C:4]([C:6]1([CH:19]([C:24]2[CH:25]=[N:26][CH:27]=[CH:28][CH:29]=2)[CH2:20][NH2:21])[CH2:11][CH2:10][CH2:9][N:8]([C:12]([O:14][C:15]([CH3:18])([CH3:16])[CH3:17])=[O:13])[CH2:7]1)=[O:5])[CH3:2], predict the reactants needed to synthesize it. The reactants are: [CH2:1]([O:3][C:4]([C:6]1([CH:19]([C:24]2[CH:25]=[N:26][CH:27]=[CH:28][CH:29]=2)[CH2:20][N+:21]([O-])=O)[CH2:11][CH2:10][CH2:9][N:8]([C:12]([O:14][C:15]([CH3:18])([CH3:17])[CH3:16])=[O:13])[CH2:7]1)=[O:5])[CH3:2].[BH4-].[Na+]. (3) Given the product [CH2:25]([O:37][CH2:36][N:9]1[C:5]2[CH:4]=[C:3]([O:2][CH3:1])[CH:11]=[CH:10][C:6]=2[N:7]=[CH:8]1)[C:26]1[CH:27]=[CH:28][CH:29]=[CH:30][CH:31]=1, predict the reactants needed to synthesize it. The reactants are: [CH3:1][O:2][C:3]1[CH:11]=[CH:10][C:6]2[N:7]=[CH:8][NH:9][C:5]=2[CH:4]=1.[H-].[Na+].[CH2:25](C(OC(Cl)[CH2:25][C:26]1[CH:31]=[CH:30][CH:29]=[CH:28][CH:27]=1)Cl)[C:26]1[CH:31]=[CH:30][CH:29]=[CH:28][CH:27]=1.O.CN(C)[CH:36]=[O:37]. (4) Given the product [F:22][C:23]1[CH:28]=[C:27]([NH:29][C:30]([N:18]2[CH2:17][CH2:16][C:15]3[C:20](=[CH:21][C:12]([O:11][C:9]4[CH:8]=[CH:7][N:6]=[C:5]([C:3]([NH:2][CH3:1])=[O:4])[CH:10]=4)=[CH:13][CH:14]=3)[CH2:19]2)=[O:31])[CH:26]=[CH:25][C:24]=1[CH3:32], predict the reactants needed to synthesize it. The reactants are: [CH3:1][NH:2][C:3]([C:5]1[CH:10]=[C:9]([O:11][C:12]2[CH:21]=[C:20]3[C:15]([CH2:16][CH2:17][NH:18][CH2:19]3)=[CH:14][CH:13]=2)[CH:8]=[CH:7][N:6]=1)=[O:4].[F:22][C:23]1[CH:28]=[C:27]([N:29]=[C:30]=[O:31])[CH:26]=[CH:25][C:24]=1[CH3:32].O. (5) Given the product [NH2:25][C:19]1[S:20][CH2:21][CH2:22][CH:23]2[C:17]([C:15]3[CH:16]=[C:11]([NH:10][C:8]([C:5]4[CH:4]=[CH:3][C:2]([Cl:1])=[CH:7][N:6]=4)=[O:9])[CH:12]=[CH:13][C:14]=3[F:33])([CH2:24]2)[N:18]=1, predict the reactants needed to synthesize it. The reactants are: [Cl:1][C:2]1[CH:3]=[CH:4][C:5]([C:8]([NH:10][C:11]2[CH:12]=[CH:13][C:14]([F:33])=[C:15]([C:17]34[CH2:24][CH:23]3[CH2:22][CH2:21][S:20][C:19]([NH:25]C(=O)OC(C)(C)C)=[N:18]4)[CH:16]=2)=[O:9])=[N:6][CH:7]=1. (6) Given the product [ClH:40].[Cl:40][C:36]1[CH:35]=[C:34]([C@@H:32]([OH:33])[CH2:31][NH:8][CH2:9][CH2:10][C:11]2[CH:12]=[CH:13][C:14]([S:17]([C:20]3[CH:21]=[CH:22][C:23]([OH:30])=[C:24]([CH:29]=3)[C:25]([NH:27][CH3:28])=[O:26])(=[O:18])=[O:19])=[CH:15][CH:16]=2)[CH:39]=[CH:38][CH:37]=1, predict the reactants needed to synthesize it. The reactants are: C([N:8]([CH2:31][C@@H:32]([C:34]1[CH:39]=[CH:38][CH:37]=[C:36]([Cl:40])[CH:35]=1)[OH:33])[CH2:9][CH2:10][C:11]1[CH:16]=[CH:15][C:14]([S:17]([C:20]2[CH:21]=[CH:22][C:23]([OH:30])=[C:24]([CH:29]=2)[C:25]([NH:27][CH3:28])=[O:26])(=[O:19])=[O:18])=[CH:13][CH:12]=1)C1C=CC=CC=1.CO.Cl.ClC1C=C([C@@H](O)CN[C@H](C)CC2C=CC(S(C3C=CC(C4CCCCC4)=CC=3C(OCC)=O)(=O)=O)=CC=2)C=CC=1.